Task: Predict the product of the given reaction.. Dataset: Forward reaction prediction with 1.9M reactions from USPTO patents (1976-2016) (1) Given the reactants [S:1]1[CH:5]=[CH:4][CH:3]=[C:2]1[C:6]1[N:10]2[N:11]=[C:12]([S:15][CH2:16][C:17]([O:19]CC)=[O:18])[CH:13]=[CH:14][C:9]2=[N:8][N:7]=1.[OH-].[Na+], predict the reaction product. The product is: [S:1]1[CH:5]=[CH:4][CH:3]=[C:2]1[C:6]1[N:10]2[N:11]=[C:12]([S:15][CH2:16][C:17]([OH:19])=[O:18])[CH:13]=[CH:14][C:9]2=[N:8][N:7]=1. (2) Given the reactants [F:1][C:2]([F:28])([F:27])[C:3]1[C:12]([O:13][C@H:14]2[CH2:19][CH2:18][C@@H:17]([C:20]([F:23])([F:22])[F:21])[CH2:16][CH2:15]2)=[CH:11][CH:10]=[C:9]2[C:4]=1[CH:5]=[CH:6][C:7]([C:24](O)=[O:25])=[CH:8]2.C([O:31][P:32]([CH2:37][CH2:38][CH2:39][NH2:40])(=[O:36])[O:33]CC)C, predict the reaction product. The product is: [F:1][C:2]([F:27])([F:28])[C:3]1[C:12]([O:13][C@H:14]2[CH2:15][CH2:16][C@@H:17]([C:20]([F:22])([F:23])[F:21])[CH2:18][CH2:19]2)=[CH:11][CH:10]=[C:9]2[C:4]=1[CH:5]=[CH:6][C:7]([C:24]([NH:40][CH2:39][CH2:38][CH2:37][P:32](=[O:36])([OH:31])[OH:33])=[O:25])=[CH:8]2.